This data is from HIV replication inhibition screening data with 41,000+ compounds from the AIDS Antiviral Screen. The task is: Binary Classification. Given a drug SMILES string, predict its activity (active/inactive) in a high-throughput screening assay against a specified biological target. (1) The molecule is O=c1c(O)cccc2cc(O)c(O)c(O)c12. The result is 0 (inactive). (2) The drug is CCOC(=O)c1cnc2[nH]ccn2c1=O. The result is 0 (inactive).